This data is from Catalyst prediction with 721,799 reactions and 888 catalyst types from USPTO. The task is: Predict which catalyst facilitates the given reaction. Reactant: [NH:1]([C:8](=[O:29])[C:9]([C:20]1[CH:28]=[CH:27][C:23]([C:24]([OH:26])=O)=[CH:22][CH:21]=1)([C:11]([NH:13][C:14]1[CH:19]=[CH:18][CH:17]=[CH:16][CH:15]=1)=[O:12])[OH:10])[C:2]1[CH:7]=[CH:6][CH:5]=[CH:4][CH:3]=1.CCN=C=NCCCN(C)C.[CH:41]1[CH:42]=[CH:43][C:44]2[N:49](O)N=[N:47][C:45]=2[CH:46]=1.C1(N)C=CC=CC=1N. Product: [NH2:47][C:45]1[CH:46]=[CH:41][CH:42]=[CH:43][C:44]=1[NH:49][C:24]([C:23]1[CH:27]=[CH:28][C:20]([C:9]([OH:10])([C:8]([NH:1][C:2]2[CH:3]=[CH:4][CH:5]=[CH:6][CH:7]=2)=[O:29])[C:11]([NH:13][C:14]2[CH:15]=[CH:16][CH:17]=[CH:18][CH:19]=2)=[O:12])=[CH:21][CH:22]=1)=[O:26]. The catalyst class is: 3.